Predict the reactants needed to synthesize the given product. From a dataset of Full USPTO retrosynthesis dataset with 1.9M reactions from patents (1976-2016). (1) Given the product [F:1][C:2]([F:19])([F:18])[C:3]1[CH:8]=[CH:7][C:6]([C:9]2[C:10]([C:15]([Cl:28])=[O:16])=[CH:11][CH:12]=[CH:13][CH:14]=2)=[CH:5][CH:4]=1, predict the reactants needed to synthesize it. The reactants are: [F:1][C:2]([F:19])([F:18])[C:3]1[CH:8]=[CH:7][C:6]([C:9]2[C:10]([C:15](O)=[O:16])=[CH:11][CH:12]=[CH:13][CH:14]=2)=[CH:5][CH:4]=1.CN(C)C=O.C(Cl)(=O)C([Cl:28])=O. (2) Given the product [C:30]([O:34][C:35](=[O:44])[C:36]1[CH:41]=[C:40]([O:42][CH2:20][CH2:19][CH2:18][CH2:17][CH2:16][CH2:15][C:11]2[CH:12]=[CH:13][CH:14]=[C:9]([O:8][CH2:7][CH2:6][CH2:5][C:4]([O:3][CH2:1][CH3:2])=[O:29])[C:10]=2[CH2:22][CH2:23][C:24]([O:26][CH2:27][CH3:28])=[O:25])[CH:39]=[C:38]([Br:43])[CH:37]=1)([CH3:33])([CH3:31])[CH3:32], predict the reactants needed to synthesize it. The reactants are: [CH2:1]([O:3][C:4](=[O:29])[CH2:5][CH2:6][CH2:7][O:8][C:9]1[CH:14]=[CH:13][CH:12]=[C:11]([CH2:15][CH2:16][CH2:17][CH2:18][CH2:19][CH2:20]Br)[C:10]=1[CH2:22][CH2:23][C:24]([O:26][CH2:27][CH3:28])=[O:25])[CH3:2].[C:30]([O:34][C:35](=[O:44])[C:36]1[CH:41]=[C:40]([OH:42])[CH:39]=[C:38]([Br:43])[CH:37]=1)([CH3:33])([CH3:32])[CH3:31].C(=O)([O-])[O-].[K+].[K+]. (3) Given the product [Br:4][C:5]1[C:10]([CH3:11])=[CH:9][C:8]2[N:12]([CH2:21][C:22]3[CH:27]=[CH:26][C:25]([O:28][CH3:29])=[CH:24][CH:23]=3)[CH2:13][CH2:14][CH2:15][C:16]([C:17]([O:19][CH3:20])=[O:18])=[CH:30][C:7]=2[CH:6]=1, predict the reactants needed to synthesize it. The reactants are: C[O-].[Na+].[Br:4][C:5]1[C:10]([CH3:11])=[CH:9][C:8]([N:12]([CH2:21][C:22]2[CH:27]=[CH:26][C:25]([O:28][CH3:29])=[CH:24][CH:23]=2)[CH2:13][CH2:14][CH2:15][CH2:16][C:17]([O:19][CH3:20])=[O:18])=[C:7]([CH:30]=O)[CH:6]=1.C(=O)(OC)OC.Cl. (4) Given the product [Si:1]([O:18][CH2:19][C:20]1[CH:25]=[CH:24][C:23]([C:32]#[C:31][Si:28]([CH3:30])([CH3:29])[CH3:27])=[CH:22][CH:21]=1)([C:14]([CH3:17])([CH3:16])[CH3:15])([C:8]1[CH:13]=[CH:12][CH:11]=[CH:10][CH:9]=1)[C:2]1[CH:7]=[CH:6][CH:5]=[CH:4][CH:3]=1, predict the reactants needed to synthesize it. The reactants are: [Si:1]([O:18][CH2:19][C:20]1[CH:25]=[CH:24][C:23](Br)=[CH:22][CH:21]=1)([C:14]([CH3:17])([CH3:16])[CH3:15])([C:8]1[CH:13]=[CH:12][CH:11]=[CH:10][CH:9]=1)[C:2]1[CH:7]=[CH:6][CH:5]=[CH:4][CH:3]=1.[CH3:27][Si:28]([C:31]#[CH:32])([CH3:30])[CH3:29].C(N(CC)CC)C.O.